Dataset: Forward reaction prediction with 1.9M reactions from USPTO patents (1976-2016). Task: Predict the product of the given reaction. (1) Given the reactants [Br:1][C:2]1[CH:7]=[CH:6][CH:5]=[C:4]([Br:8])[C:3]=1[CH3:9].[Br:10]N1C(=O)CCC1=O.C(OOC(=O)C1C=CC=CC=1)(=O)C1C=CC=CC=1, predict the reaction product. The product is: [Br:1][C:2]1[CH:7]=[CH:6][CH:5]=[C:4]([Br:8])[C:3]=1[CH2:9][Br:10]. (2) Given the reactants [OH:1][C:2]1[CH:10]=[C:9]([NH:11][S:12]([C:15]2[CH:16]=[C:17]([C:25]3[CH:30]=[CH:29][CH:28]=[CH:27][CH:26]=3)[CH:18]=[C:19]([C:21]([F:24])([F:23])[F:22])[CH:20]=2)(=[O:14])=[O:13])[CH:8]=[CH:7][C:3]=1[C:4]([OH:6])=[O:5].[C:31](N1C=CN=C1)(N1C=CN=C1)=O.CO.N1C=CC=CC=1, predict the reaction product. The product is: [OH:1][C:2]1[CH:10]=[C:9]([NH:11][S:12]([C:15]2[CH:16]=[C:17]([C:25]3[CH:26]=[CH:27][CH:28]=[CH:29][CH:30]=3)[CH:18]=[C:19]([C:21]([F:24])([F:22])[F:23])[CH:20]=2)(=[O:14])=[O:13])[CH:8]=[CH:7][C:3]=1[C:4]([O:6][CH3:31])=[O:5]. (3) Given the reactants Cl[C:2]1[C:7]([CH:8]=[O:9])=[C:6]([Cl:10])[N:5]=[CH:4][N:3]=1.C(N(CC)CC)C.[Cl:18][C:19]1[CH:20]=[C:21]([CH:23]=[CH:24][C:25]=1[O:26][C:27]1[CH:32]=[CH:31][CH:30]=[C:29]([Cl:33])[CH:28]=1)[NH2:22].C(OCC)(=O)C, predict the reaction product. The product is: [Cl:10][C:6]1[C:7]([CH:8]=[O:9])=[C:2]([NH:22][C:21]2[CH:23]=[CH:24][C:25]([O:26][C:27]3[CH:32]=[CH:31][CH:30]=[C:29]([Cl:33])[CH:28]=3)=[C:19]([Cl:18])[CH:20]=2)[N:3]=[CH:4][N:5]=1. (4) Given the reactants [Br:1][C:2]1[C:3]([N:16]([CH3:21])[S:17]([CH3:20])(=[O:19])=[O:18])=[CH:4][C:5]2[O:9][C:8](I)=[C:7]([C:11]([NH:13][CH3:14])=[O:12])[C:6]=2[CH:15]=1.[CH:22]([C:24]1[CH:29]=[CH:28][C:27](B(O)O)=[CH:26][CH:25]=1)=[O:23].C([O-])([O-])=O.[Na+].[Na+], predict the reaction product. The product is: [Br:1][C:2]1[C:3]([N:16]([CH3:21])[S:17]([CH3:20])(=[O:19])=[O:18])=[CH:4][C:5]2[O:9][C:8]([C:27]3[CH:28]=[CH:29][C:24]([CH:22]=[O:23])=[CH:25][CH:26]=3)=[C:7]([C:11]([NH:13][CH3:14])=[O:12])[C:6]=2[CH:15]=1. (5) Given the reactants C(OC(N[CH:9]1[CH2:14][CH2:13][CH:12]([NH:15][C:16]([C:18]2[CH:19]=[C:20]([CH:31]=[C:32]([O:34][C:35]3[CH:40]=[CH:39][C:38]([C:41]#[N:42])=[CH:37][CH:36]=3)[CH:33]=2)[O:21][C:22]2[CH:30]=[CH:29][C:25](C(O)=O)=[CH:24][CH:23]=2)=[O:17])[CH2:11][CH2:10]1)=O)(C)(C)C.C[N:44]1[CH2:49]COCC1.[C:50]([O:54][C:55](Cl)=[O:56])([CH3:53])([CH3:52])[CH3:51].[NH3:58].C1C[O:62]CC1, predict the reaction product. The product is: [C:50]([O:54][C:55](=[O:56])[NH:58][CH:9]1[CH2:10][CH2:11][CH:12]([NH:15][C:16](=[O:17])[C:18]2[CH:33]=[C:32]([O:34][C:35]3[CH:36]=[CH:37][C:38]([C:41]#[N:42])=[CH:39][CH:40]=3)[CH:31]=[C:20]([O:21][C:22]3[CH:30]=[CH:29][C:25]([C:49](=[O:62])[NH2:44])=[CH:24][CH:23]=3)[CH:19]=2)[CH2:13][CH2:14]1)([CH3:53])([CH3:52])[CH3:51]. (6) Given the reactants [C:1]([O:5][C:6]([N:8]1[CH2:13][CH2:12][C:11]([C:14]2[CH:19]=[CH:18][C:17]([NH:20][C:21]3[CH:26]=[C:25]([N:27]([CH3:51])[C:28]([N:30]([C:39]4[C:44]([Cl:45])=[C:43]([O:46][CH3:47])[CH:42]=[C:41]([O:48][CH3:49])[C:40]=4[Cl:50])[CH2:31][O:32][CH2:33][CH2:34][Si:35]([CH3:38])([CH3:37])[CH3:36])=[O:29])[N:24]=[CH:23][N:22]=3)=[C:16]([N+:52]([O-])=O)[CH:15]=2)=[CH:10][CH2:9]1)=[O:7])([CH3:4])([CH3:3])[CH3:2], predict the reaction product. The product is: [C:1]([O:5][C:6]([N:8]1[CH2:9][CH2:10][CH:11]([C:14]2[CH:19]=[CH:18][C:17]([NH:20][C:21]3[CH:26]=[C:25]([N:27]([CH3:51])[C:28]([N:30]([C:39]4[C:40]([Cl:50])=[C:41]([O:48][CH3:49])[CH:42]=[C:43]([O:46][CH3:47])[C:44]=4[Cl:45])[CH2:31][O:32][CH2:33][CH2:34][Si:35]([CH3:38])([CH3:37])[CH3:36])=[O:29])[N:24]=[CH:23][N:22]=3)=[C:16]([NH2:52])[CH:15]=2)[CH2:12][CH2:13]1)=[O:7])([CH3:4])([CH3:3])[CH3:2]. (7) Given the reactants [Br:1][C:2]1[CH:7]=[CH:6][C:5](F)=[C:4]([N+:9]([O-:11])=[O:10])[CH:3]=1.[CH3:12][N:13]1[CH2:18][CH2:17]C[CH2:15][CH2:14]1.C(=O)([O-])[O-].[Cs+].[Cs+].C[N:26](C=O)C, predict the reaction product. The product is: [Br:1][C:2]1[CH:7]=[CH:6][C:5]([N:26]2[CH2:17][CH2:18][N:13]([CH3:12])[CH2:14][CH2:15]2)=[C:4]([N+:9]([O-:11])=[O:10])[CH:3]=1. (8) Given the reactants [F:1][C:2]1[C:7]([C:8]([F:11])([F:10])[F:9])=[CH:6][CH:5]=[CH:4][C:3]=1[CH2:12][C:13]1[N:14]=[C:15]2[S:22][C:21]([CH3:23])=[C:20]([CH:24]=O)[N:16]2[C:17](=[O:19])[CH:18]=1.[NH3:26].C(=O)C=O.C(=O)([O-])O.[Na+].[C:36](#[N:38])[CH3:37], predict the reaction product. The product is: [OH2:19].[F:1][C:2]1[C:7]([C:8]([F:9])([F:11])[F:10])=[CH:6][CH:5]=[CH:4][C:3]=1[CH2:12][C:13]1[N:14]=[C:15]2[S:22][C:21]([CH3:23])=[C:20]([C:24]3[NH:38][CH:36]=[CH:37][N:26]=3)[N:16]2[C:17](=[O:19])[CH:18]=1.